Dataset: Forward reaction prediction with 1.9M reactions from USPTO patents (1976-2016). Task: Predict the product of the given reaction. (1) Given the reactants [CH3:1][C:2]1([CH3:13])[C:10]2[C:5](=[C:6]([NH2:11])[CH:7]=[CH:8][CH:9]=2)[C@H:4]([CH3:12])[CH2:3]1, predict the reaction product. The product is: [CH3:1][C:2]1([CH3:13])[C:10]2[C:5](=[C:6]([NH2:11])[CH:7]=[CH:8][CH:9]=2)[CH:4]([CH3:12])[CH2:3]1. (2) The product is: [F:16][C:11]1[N:10]=[C:9]([NH2:18])[CH:14]=[C:13]([CH3:15])[CH:12]=1. Given the reactants N.C(=O)([O-])[O-].[K+].[K+].Br[C:9]1[CH:14]=[C:13]([CH3:15])[CH:12]=[C:11]([F:16])[N:10]=1.C[NH:18]CCNC, predict the reaction product. (3) Given the reactants C([O:3][C:4]([C:6]1[CH:10]=[C:9]([C:11]2[N:15]3[C:16]4[C:21]([N:22]=[C:23]([NH:24][CH2:25][CH2:26][CH2:27][OH:28])[C:14]3=[N:13][CH:12]=2)=[CH:20][C:19]([C:29]([F:32])([F:31])[F:30])=[CH:18][CH:17]=4)[NH:8][N:7]=1)=[O:5])C.[Li+].[OH-], predict the reaction product. The product is: [OH:28][CH2:27][CH2:26][CH2:25][NH:24][C:23]1[C:14]2[N:15]([C:11]([C:9]3[NH:8][N:7]=[C:6]([C:4]([OH:5])=[O:3])[CH:10]=3)=[CH:12][N:13]=2)[C:16]2[C:21]([N:22]=1)=[CH:20][C:19]([C:29]([F:31])([F:30])[F:32])=[CH:18][CH:17]=2. (4) Given the reactants Cl.[C@:2]12([C:8]([O:10]CC)=[O:9])[CH2:7][C@H:6]1[CH2:5][CH2:4][NH:3]2.[C:13](O[C:13]([O:15][C:16]([CH3:19])([CH3:18])[CH3:17])=[O:14])([O:15][C:16]([CH3:19])([CH3:18])[CH3:17])=[O:14].C(N(CC)CC)C.O, predict the reaction product. The product is: [C:16]([O:15][C:13]([N:3]1[CH2:4][CH2:5][C@H:6]2[C@:2]1([C:8]([OH:10])=[O:9])[CH2:7]2)=[O:14])([CH3:19])([CH3:18])[CH3:17].